Dataset: Forward reaction prediction with 1.9M reactions from USPTO patents (1976-2016). Task: Predict the product of the given reaction. (1) The product is: [C:22]([O:21][C:19]([NH:1][CH2:2][CH2:3][CH2:4][NH:5][C:6]1[CH:7]=[C:8]([CH:13]=[CH:14][C:15]=1[N+:16]([O-:18])=[O:17])[C:9]([O:11][CH3:12])=[O:10])=[O:20])([CH3:25])([CH3:24])[CH3:23]. Given the reactants [NH2:1][CH2:2][CH2:3][CH2:4][NH:5][C:6]1[CH:7]=[C:8]([CH:13]=[CH:14][C:15]=1[N+:16]([O-:18])=[O:17])[C:9]([O:11][CH3:12])=[O:10].[C:19](O[C:19]([O:21][C:22]([CH3:25])([CH3:24])[CH3:23])=[O:20])([O:21][C:22]([CH3:25])([CH3:24])[CH3:23])=[O:20], predict the reaction product. (2) Given the reactants [C:1]([C:3]1[CH:4]=[C:5]([CH:35]=[CH:36][CH:37]=1)[C:6]([NH:8][C:9]1[C:10]([C:31]([F:34])([F:33])[F:32])=[C:11]2[C:17]([CH:18]3[CH2:23][CH2:22][N:21]([C:24](=[O:28])[CH:25]([CH3:27])[CH3:26])[CH2:20][CH:19]3[CH3:29])=[CH:16][N:15]([CH3:30])[C:12]2=[N:13][CH:14]=1)=[O:7])#[N:2].CO.C(=O)=O, predict the reaction product. The product is: [C:1]([C:3]1[CH:4]=[C:5]([CH:35]=[CH:36][CH:37]=1)[C:6]([NH:8][C:9]1[C:10]([C:31]([F:33])([F:34])[F:32])=[C:11]2[C:17]([C@@H:18]3[CH2:23][CH2:22][N:21]([C:24](=[O:28])[CH:25]([CH3:27])[CH3:26])[CH2:20][C@@H:19]3[CH3:29])=[CH:16][N:15]([CH3:30])[C:12]2=[N:13][CH:14]=1)=[O:7])#[N:2]. (3) Given the reactants [O:1]1[CH2:6][CH2:5][O:4][C:3]2[C:7](/[CH:11]=[CH:12]/[C:13]([OH:15])=O)=[CH:8][CH:9]=[CH:10][C:2]1=2.C1(P([N:30]=[N+:31]=[N-:32])(C2C=CC=CC=2)=O)C=CC=CC=1.CCN(CC)CC, predict the reaction product. The product is: [O:1]1[CH2:6][CH2:5][O:4][C:3]2[C:7](/[CH:11]=[CH:12]/[C:13]([N:30]=[N+:31]=[N-:32])=[O:15])=[CH:8][CH:9]=[CH:10][C:2]1=2. (4) Given the reactants [NH2:1][C:2]([CH3:38])([CH3:37])[C:3]([NH:5][C@H:6]([CH2:33][CH:34]([CH3:36])[CH3:35])[C:7]([NH:9][CH:10]1[CH2:19][C:18]2[C:13](=[C:14]([N:20]3[CH2:24][CH2:23][CH2:22][C:21]3=[O:25])[CH:15]=[CH:16][CH:17]=2)[N:12]([CH2:26][C:27]2[CH:31]=[CH:30][S:29][CH:28]=2)[C:11]1=[O:32])=[O:8])=[O:4].[O:39]=C1O[C@H]([C@H](CO)O)C(O)=C1O.O=O, predict the reaction product. The product is: [NH2:1][C:2]([CH3:37])([CH3:38])[C:3]([NH:5][C@H:6]([CH2:33][CH:34]([CH3:35])[CH3:36])[C:7]([NH:9][CH:10]1[CH2:19][C:18]2[C:13](=[C:14]([N:20]3[C:24](=[O:39])[CH2:23][CH2:22][CH:21]3[OH:25])[CH:15]=[CH:16][CH:17]=2)[N:12]([CH2:26][C:27]2[CH:31]=[CH:30][S:29][CH:28]=2)[C:11]1=[O:32])=[O:8])=[O:4]. (5) Given the reactants [H-].[Na+].[NH:3]1[CH:7]=[CH:6][N:5]=[CH:4]1.Br[CH2:9][CH2:10][CH2:11][CH2:12][C:13]([O:15][CH3:16])=[O:14].O, predict the reaction product. The product is: [N:3]1([CH2:9][CH2:10][CH2:11][CH2:12][C:13]([O:15][CH3:16])=[O:14])[CH:7]=[CH:6][N:5]=[CH:4]1. (6) Given the reactants [Cl:1][C:2]1[CH:9]=[CH:8][CH:7]=[CH:6][C:3]=1[CH2:4]Br.C(=O)([O-])[O-].[K+].[K+].[C:16]([O:20][C:21]([NH:23][C@@H:24]1[CH2:29][CH2:28][CH2:27][N:26](/[C:30](=[N:38]/[C:39]#[N:40])/[NH:31][CH2:32][C:33]([O:35][CH2:36][CH3:37])=[O:34])[CH2:25]1)=[O:22])([CH3:19])([CH3:18])[CH3:17], predict the reaction product. The product is: [C:16]([O:20][C:21]([NH:23][C@@H:24]1[CH2:29][CH2:28][CH2:27][N:26](/[C:30](=[N:38]/[C:39]#[N:40])/[N:31]([CH2:4][C:3]2[CH:6]=[CH:7][CH:8]=[CH:9][C:2]=2[Cl:1])[CH2:32][C:33]([O:35][CH2:36][CH3:37])=[O:34])[CH2:25]1)=[O:22])([CH3:17])([CH3:18])[CH3:19].